Dataset: Forward reaction prediction with 1.9M reactions from USPTO patents (1976-2016). Task: Predict the product of the given reaction. (1) Given the reactants [F:1][C:2]1[CH:7]=[CH:6][C:5]([N:8]2[C:16]3[CH:15]=[CH:14][CH:13]=[C:12]([C:17]([OH:19])=O)[C:11]=3[CH:10]=[N:9]2)=[CH:4][CH:3]=1.Cl.[Br:21][C:22]1[N:27]=[CH:26][C:25]([C@@H:28]([NH2:31])[CH2:29][CH3:30])=[CH:24][CH:23]=1.C(N(CC)CC)C, predict the reaction product. The product is: [Br:21][C:22]1[N:27]=[CH:26][C:25]([C@@H:28]([NH:31][C:17]([C:12]2[C:11]3[CH:10]=[N:9][N:8]([C:5]4[CH:4]=[CH:3][C:2]([F:1])=[CH:7][CH:6]=4)[C:16]=3[CH:15]=[CH:14][CH:13]=2)=[O:19])[CH2:29][CH3:30])=[CH:24][CH:23]=1. (2) Given the reactants [O:1]1[CH:5]=[CH:4][CH:3]=[C:2]1[CH2:6][O:7][CH2:8][CH2:9][CH2:10][CH2:11][CH2:12][CH2:13][CH2:14][CH2:15][CH2:16][CH2:17][CH2:18][O:19]C1CCCCO1.O.C1(C)C=CC(S(O)(=O)=O)=CC=1, predict the reaction product. The product is: [O:1]1[CH:5]=[CH:4][CH:3]=[C:2]1[CH2:6][O:7][CH2:8][CH2:9][CH2:10][CH2:11][CH2:12][CH2:13][CH2:14][CH2:15][CH2:16][CH2:17][CH2:18][OH:19]. (3) Given the reactants [F:1][C:2]1[CH:18]=[CH:17][C:5]([CH2:6][N:7]2[C:15]3[C:10](=[N:11][CH:12]=[CH:13][CH:14]=3)[C:9](I)=[CH:8]2)=[CH:4][CH:3]=1.CC1(C)C2C(=C(P(C3C=CC=CC=3)C3C=CC=CC=3)C=CC=2)[O:40][C:22]2C(P(C3C=CC=CC=3)C3C=CC=CC=3)=CC=CC1=2.Cl.[CH3:62][C@H:63]1[C@H:68]([NH2:69])[CH2:67][CH2:66][O:65][CH2:64]1, predict the reaction product. The product is: [F:1][C:2]1[CH:18]=[CH:17][C:5]([CH2:6][N:7]2[C:15]3[C:10](=[N:11][CH:12]=[CH:13][CH:14]=3)[C:9]([C:22]([NH:69][C@@H:68]3[CH2:67][CH2:66][O:65][CH2:64][C@H:63]3[CH3:62])=[O:40])=[CH:8]2)=[CH:4][CH:3]=1. (4) Given the reactants C1C=C(Cl)C=C(C(OO)=[O:9])C=1.[CH2:12]([O:19][C:20]1[CH:29]=[CH:28][C:27]2[N:26]=[CH:25][C:24]3[N:30]=[C:31]([CH2:46][O:47][CH2:48][CH3:49])[N:32]([CH2:33][C:34]([NH:37][C:38]([CH:40]4[CH2:45][CH2:44][CH2:43][CH2:42][CH2:41]4)=[O:39])([CH3:36])[CH3:35])[C:23]=3[C:22]=2[CH:21]=1)[C:13]1[CH:18]=[CH:17][CH:16]=[CH:15][CH:14]=1, predict the reaction product. The product is: [CH2:12]([O:19][C:20]1[CH:29]=[CH:28][C:27]2[N+:26]([O-:9])=[CH:25][C:24]3[N:30]=[C:31]([CH2:46][O:47][CH2:48][CH3:49])[N:32]([CH2:33][C:34]([NH:37][C:38]([CH:40]4[CH2:41][CH2:42][CH2:43][CH2:44][CH2:45]4)=[O:39])([CH3:36])[CH3:35])[C:23]=3[C:22]=2[CH:21]=1)[C:13]1[CH:18]=[CH:17][CH:16]=[CH:15][CH:14]=1.